From a dataset of Forward reaction prediction with 1.9M reactions from USPTO patents (1976-2016). Predict the product of the given reaction. Given the reactants [CH:1]1([CH2:4][N:5]2[C:9]3[CH:10]=[CH:11][C:12]([C:16]4[CH:30]=[CH:29][C:19]([CH2:20][N:21]5[CH2:25][C:24](=[O:26])[N:23]([CH3:27])[C:22]5=[O:28])=[CH:18][CH:17]=4)=[C:13]([CH:14]=C)[C:8]=3[N:7]=[N:6]2)[CH2:3][CH2:2]1.C[OH:32], predict the reaction product. The product is: [CH:1]1([CH2:4][N:5]2[C:9]3[CH:10]=[CH:11][C:12]([C:16]4[CH:17]=[CH:18][C:19]([CH2:20][N:21]5[CH2:25][C:24](=[O:26])[N:23]([CH3:27])[C:22]5=[O:28])=[CH:29][CH:30]=4)=[C:13]([CH:14]=[O:32])[C:8]=3[N:7]=[N:6]2)[CH2:3][CH2:2]1.